From a dataset of Reaction yield outcomes from USPTO patents with 853,638 reactions. Predict the reaction yield, written as a fraction of the theoretical maximum amount of product (1.0 means a 100% yield; for example, 0.34 means a 34% yield). (1) The reactants are C(N(CC)CC)C.[NH2:8][C@@H:9]([CH2:12][C:13]1[CH:18]=[CH:17][CH:16]=[CH:15][CH:14]=1)[CH2:10][OH:11].Cl[C:20](=[O:26])[C:21]([O:23]CC)=[O:22].[OH-].[Na+].Cl. The catalyst is ClCCl.O. The product is [OH:11][CH2:10][C@@H:9]([NH:8][C:20](=[O:26])[C:21]([OH:23])=[O:22])[CH2:12][C:13]1[CH:18]=[CH:17][CH:16]=[CH:15][CH:14]=1. The yield is 0.940. (2) The reactants are C1(P(C2C=CC=CC=2)C2C=CC=CC=2)C=CC=CC=1.Br[C:21]1[N:29]2[C:24]([CH:25]=[N:26][C:27]([S:30][CH3:31])=[N:28]2)=[C:23]([O:32][CH2:33][O:34][CH2:35][CH2:36][Si:37]([CH3:40])([CH3:39])[CH3:38])[CH:22]=1.CC1(C)C(C)(C)OB([C:49]2[CH:54]=[CH:53][CH:52]=[CH:51][C:50]=2[NH:55][S:56]([CH3:59])(=[O:58])=[O:57])O1.CN(C)C=O.C(=O)([O-])[O-].[Na+].[Na+].O. The catalyst is C([O-])(=O)C.[Pd+2].C([O-])(=O)C. The product is [CH3:31][S:30][C:27]1[N:26]=[CH:25][C:24]2=[C:23]([O:32][CH2:33][O:34][CH2:35][CH2:36][Si:37]([CH3:40])([CH3:39])[CH3:38])[CH:22]=[C:21]([C:49]3[CH:54]=[CH:53][CH:52]=[CH:51][C:50]=3[NH:55][S:56]([CH3:59])(=[O:58])=[O:57])[N:29]2[N:28]=1. The yield is 0.780. (3) The reactants are [C:1]([O:4][C:5]1[CH:15]=[CH:14][CH:13]=[CH:12][C:6]=1[C:7]([O:9][CH2:10]Cl)=[O:8])(=[O:3])[CH3:2].[N+:16]([O:19][CH:20]([CH2:31][O:32][N+:33]([O-:35])=[O:34])[CH2:21][C:22]1[CH:30]=[CH:29][C:25]([C:26]([OH:28])=[O:27])=[CH:24][CH:23]=1)([O-:18])=[O:17].CCN(CC)CC. The catalyst is CN(C=O)C.O. The product is [C:1]([O:4][C:5]1[CH:15]=[CH:14][CH:13]=[CH:12][C:6]=1[C:7]([O:9][CH2:10][O:28][C:26](=[O:27])[C:25]1[CH:24]=[CH:23][C:22]([CH2:21][CH:20]([O:19][N+:16]([O-:18])=[O:17])[CH2:31][O:32][N+:33]([O-:35])=[O:34])=[CH:30][CH:29]=1)=[O:8])(=[O:3])[CH3:2]. The yield is 0.510. (4) The reactants are [CH3:1][C:2]1[CH:7]=[CH:6][N:5]=[C:4]([N:8]2[CH2:13][CH2:12][NH:11][CH2:10][CH2:9]2)[C:3]=1[C:14]([O:16][CH:17]([CH3:19])[CH3:18])=[O:15].[CH:20]([C:22]1[CH:31]=[CH:30][C:25]([C:26]([O:28][CH3:29])=[O:27])=[CH:24][CH:23]=1)=O.C(O)(=O)C.C([BH3-])#N.[Na+]. The yield is 0.421. The product is [CH3:1][C:2]1[CH:7]=[CH:6][N:5]=[C:4]([N:8]2[CH2:9][CH2:10][N:11]([CH2:20][C:22]3[CH:23]=[CH:24][C:25]([C:26]([O:28][CH3:29])=[O:27])=[CH:30][CH:31]=3)[CH2:12][CH2:13]2)[C:3]=1[C:14]([O:16][CH:17]([CH3:19])[CH3:18])=[O:15]. The catalyst is CO. (5) The reactants are Cl.[NH2:2][C:3]1[N:4]=[C:5]2[CH:10]=[CH:9][C:8]([O:11][C:12]3[CH:13]=[CH:14][C:15]([F:28])=[C:16]([NH:18][C:19]([C:21]4[N:25]([CH3:26])[N:24]=[C:23]([CH3:27])[CH:22]=4)=[O:20])[CH:17]=3)=[N:7][N:6]2[CH:29]=1.[C:30](Cl)(=[O:33])[CH2:31][CH3:32].O. The catalyst is CN(C)C(=O)C. The product is [F:28][C:15]1[CH:14]=[CH:13][C:12]([O:11][C:8]2[CH:9]=[CH:10][C:5]3[N:6]([CH:29]=[C:3]([NH:2][C:30](=[O:33])[CH2:31][CH3:32])[N:4]=3)[N:7]=2)=[CH:17][C:16]=1[NH:18][C:19]([C:21]1[N:25]([CH3:26])[N:24]=[C:23]([CH3:27])[CH:22]=1)=[O:20]. The yield is 0.370.